Task: Predict the reaction yield, written as a fraction of the theoretical maximum amount of product (1.0 means a 100% yield; for example, 0.34 means a 34% yield).. Dataset: Reaction yield outcomes from USPTO patents with 853,638 reactions (1) The reactants are C[Si](C)(C)CCOC[N:7]1[C:11]2=[N:12][CH:13]=[CH:14][C:15]([C:16]3[N:20]=[C:19]([C:21]4[CH:22]=[C:23]([CH:26]=[CH:27][CH:28]=4)[C:24]#[N:25])[O:18][N:17]=3)=[C:10]2[CH:9]=[CH:8]1.[C:31]([OH:37])([C:33]([F:36])([F:35])[F:34])=[O:32].CO. The catalyst is [OH-].[NH4+]. The product is [C:31]([OH:37])([C:33]([F:36])([F:35])[F:34])=[O:32].[NH:7]1[C:11]2=[N:12][CH:13]=[CH:14][C:15]([C:16]3[N:20]=[C:19]([C:21]4[CH:22]=[C:23]([CH:26]=[CH:27][CH:28]=4)[C:24]#[N:25])[O:18][N:17]=3)=[C:10]2[CH:9]=[CH:8]1. The yield is 0.00200. (2) The reactants are [C:1]([NH:8][C@H:9]([C:18]([OH:20])=O)[CH2:10][C:11]1[CH:16]=[CH:15][CH:14]=[CH:13][C:12]=1[CH3:17])([O:3]C(C)(C)C)=O.C1C=CC2N(O)N=NC=2C=1.C(N(C(C)C)CC)(C)C.C(OC(=O)[CH2:44][NH:45][CH2:46][C:47]1[CH:52]=[CH:51][CH:50]=[CH:49][CH:48]=1)C.CN(C(ON1N=NC2C=CC=CC1=2)=[N+](C)C)C.F[P-](F)(F)(F)(F)F.Cl. The catalyst is CN(C=O)C.CCOC(C)=O. The product is [CH2:46]([N:45]1[CH2:44][C:1](=[O:3])[NH:8][C@@H:9]([CH2:10][C:11]2[CH:16]=[CH:15][CH:14]=[CH:13][C:12]=2[CH3:17])[C:18]1=[O:20])[C:47]1[CH:52]=[CH:51][CH:50]=[CH:49][CH:48]=1. The yield is 0.950. (3) The reactants are C([NH:4][C:5]1[CH:10]=[C:9]([C:11]2[CH:16]=[CH:15][C:14]([Cl:17])=[C:13]([O:18][CH3:19])[C:12]=2[F:20])[N:8]=[C:7]([C:21]([O:23][CH3:24])=[O:22])[C:6]=1[O:25][CH3:26])(=O)C.C(Cl)(=O)C. The catalyst is CO. The product is [NH2:4][C:5]1[CH:10]=[C:9]([C:11]2[CH:16]=[CH:15][C:14]([Cl:17])=[C:13]([O:18][CH3:19])[C:12]=2[F:20])[N:8]=[C:7]([C:21]([O:23][CH3:24])=[O:22])[C:6]=1[O:25][CH3:26]. The yield is 0.160. (4) The reactants are Br[C:2]1[CH:10]=[CH:9][C:5]([C:6]([OH:8])=[O:7])=[CH:4][CH:3]=1.C([Li])CCC.[C:16]1(=[O:21])[CH2:20][CH2:19][CH2:18][CH2:17]1. The catalyst is O1CCCC1. The product is [OH:21][C:16]1([C:2]2[CH:10]=[CH:9][C:5]([C:6]([OH:8])=[O:7])=[CH:4][CH:3]=2)[CH2:20][CH2:19][CH2:18][CH2:17]1. The yield is 0.300. (5) The reactants are [NH2:1][C:2]1[CH:7]=[CH:6][C:5]([OH:8])=[CH:4][CH:3]=1.N1C=CN=C1.[Si:14](Cl)([C:17]([CH3:20])([CH3:19])[CH3:18])([CH3:16])[CH3:15].O. The catalyst is C1COCC1. The product is [Si:14]([O:8][C:5]1[CH:6]=[CH:7][C:2]([NH2:1])=[CH:3][CH:4]=1)([C:17]([CH3:20])([CH3:19])[CH3:18])([CH3:16])[CH3:15]. The yield is 0.670. (6) The reactants are BrC1C=C(Cl)C=CC=1N1[C:13]2=[N:14][C:15]3[C:20](Cl)=[CH:19][CH:18]=[C:17]([CH:22]([CH2:25][CH3:26])[CH2:23][CH3:24])[C:16]=3[N:12]2CC1.C([Li])CCC.CN(C)C=[O:35]. The catalyst is O1CCCC1. The product is [CH2:23]([CH:22]([C:17]1[C:16]2[NH:12][C:13](=[O:35])[NH:14][C:15]=2[CH:20]=[CH:19][CH:18]=1)[CH2:25][CH3:26])[CH3:24]. The yield is 0.330. (7) The product is [Cl:7][C:4]1[S:3][C:2]([C:13]2[S:14][C:10]([CH:8]=[O:9])=[CH:11][CH:12]=2)=[CH:6][CH:5]=1. The catalyst is C1C=CC([P]([Pd]([P](C2C=CC=CC=2)(C2C=CC=CC=2)C2C=CC=CC=2)([P](C2C=CC=CC=2)(C2C=CC=CC=2)C2C=CC=CC=2)[P](C2C=CC=CC=2)(C2C=CC=CC=2)C2C=CC=CC=2)(C2C=CC=CC=2)C2C=CC=CC=2)=CC=1.CCO. The yield is 0.240. The reactants are Br[C:2]1[S:3][C:4]([Cl:7])=[CH:5][CH:6]=1.[CH:8]([C:10]1[S:14][C:13](B(O)O)=[CH:12][CH:11]=1)=[O:9].C([O-])([O-])=O.[Na+].[Na+]. (8) The reactants are [CH3:1][O:2][C:3]1[N:7]([C:8]2[CH:13]=[CH:12][C:11]([C:14](=[O:21])[NH:15][CH2:16][CH2:17][CH2:18][O:19][CH3:20])=[CH:10][N:9]=2)[N:6]=[CH:5][C:4]=1C(O)=O.C1C(=O)N([Br:32])C(=O)C1.C(=O)(O)[O-].[Na+]. The catalyst is CN(C=O)C.O. The product is [Br:32][C:4]1[CH:5]=[N:6][N:7]([C:8]2[CH:13]=[CH:12][C:11]([C:14]([NH:15][CH2:16][CH2:17][CH2:18][O:19][CH3:20])=[O:21])=[CH:10][N:9]=2)[C:3]=1[O:2][CH3:1]. The yield is 0.970.